Dataset: Reaction yield outcomes from USPTO patents with 853,638 reactions. Task: Predict the reaction yield, written as a fraction of the theoretical maximum amount of product (1.0 means a 100% yield; for example, 0.34 means a 34% yield). (1) The reactants are [N:1]1([C:10]2[C@:26]3([CH3:27])[CH:13]([CH:14]4[CH:23]([CH2:24][CH2:25]3)[C@:22]3([CH3:28])[C@H:17]([CH2:18][C@@H:19]([OH:29])[CH2:20][CH2:21]3)[CH2:16][CH2:15]4)[CH2:12][CH:11]=2)[C:5]2[CH:6]=[CH:7][CH:8]=[CH:9][C:4]=2[N:3]=[CH:2]1.C[N+]1([O-])CCOCC1. The catalyst is ClCCl.C(#N)C.[Ru]([O-])(=O)(=O)=O.C([N+](CCC)(CCC)CCC)CC. The product is [N:1]1([C:10]2[C@:26]3([CH3:27])[CH:13]([CH:14]4[CH:23]([CH2:24][CH2:25]3)[C@:22]3([CH3:28])[C@H:17]([CH2:18][C:19](=[O:29])[CH2:20][CH2:21]3)[CH2:16][CH2:15]4)[CH2:12][CH:11]=2)[C:5]2[CH:6]=[CH:7][CH:8]=[CH:9][C:4]=2[N:3]=[CH:2]1. The yield is 0.520. (2) The reactants are [OH:1][C:2]1[CH:11]=[CH:10][C:5]2[CH2:6][O:7][B:8]([OH:9])[C:4]=2[CH:3]=1.C(N(CC)CC)C.[N:19]([CH:22]1[CH2:27][CH2:26][CH2:25][CH2:24][CH2:23]1)=[C:20]=[O:21].Cl. The catalyst is C1(C)C=CC=CC=1. The product is [CH:22]1([NH:19][C:20](=[O:21])[O:1][C:2]2[CH:11]=[CH:10][C:5]3[CH2:6][O:7][B:8]([OH:9])[C:4]=3[CH:3]=2)[CH2:27][CH2:26][CH2:25][CH2:24][CH2:23]1. The yield is 0.130.